This data is from Full USPTO retrosynthesis dataset with 1.9M reactions from patents (1976-2016). The task is: Predict the reactants needed to synthesize the given product. (1) Given the product [Cl:23]([O-:27])(=[O:26])(=[O:25])=[O:24].[Cl:20][C:5]([C:7]1[CH:12]=[CH:11][C:10]([C:13]([F:16])([F:15])[F:14])=[CH:9][CH:8]=1)=[CH:4][CH:3]=[N+:2]([CH3:17])[CH3:1], predict the reactants needed to synthesize it. The reactants are: [CH3:1][N:2]([CH3:17])[CH:3]=[CH:4][C:5]([C:7]1[CH:12]=[CH:11][C:10]([C:13]([F:16])([F:15])[F:14])=[CH:9][CH:8]=1)=O.O=P(Cl)(Cl)[Cl:20].[Cl:23]([O-:27])(=[O:26])(=[O:25])=[O:24].[Na+]. (2) Given the product [Cl:1][C:2]1[CH:3]=[C:4]([NH:16][C:17]2[C:26]3[C:21](=[CH:22][CH:23]=[C:24]([O:27][CH:28]4[CH2:29][CH2:30][N:31]([C:35](=[O:36])[CH2:34][OH:37])[CH2:32][CH2:33]4)[CH:25]=3)[N:20]=[CH:19][N:18]=2)[CH:5]=[CH:6][C:7]=1[O:8][CH2:9][C:10]1[CH:15]=[N:14][CH:13]=[CH:12][N:11]=1, predict the reactants needed to synthesize it. The reactants are: [Cl:1][C:2]1[CH:3]=[C:4]([NH:16][C:17]2[C:26]3[C:21](=[CH:22][CH:23]=[C:24]([O:27][CH:28]4[CH2:33][CH2:32][NH:31][CH2:30][CH2:29]4)[CH:25]=3)[N:20]=[CH:19][N:18]=2)[CH:5]=[CH:6][C:7]=1[O:8][CH2:9][C:10]1[CH:15]=[N:14][CH:13]=[CH:12][N:11]=1.[C:34](O)(=[O:37])[CH2:35][OH:36]. (3) Given the product [ClH:1].[CH:9]1([NH:8][C:6]2[C:5]([CH3:15])=[C:4]([CH3:16])[N:3]=[C:2]([NH:24][CH2:23][C:18]3[CH:19]=[CH:20][CH:21]=[CH:22][N:17]=3)[N:7]=2)[CH2:14][CH2:13][CH2:12][CH2:11][CH2:10]1, predict the reactants needed to synthesize it. The reactants are: [Cl:1][C:2]1[N:7]=[C:6]([NH:8][CH:9]2[CH2:14][CH2:13][CH2:12][CH2:11][CH2:10]2)[C:5]([CH3:15])=[C:4]([CH3:16])[N:3]=1.[N:17]1[CH:22]=[CH:21][CH:20]=[CH:19][C:18]=1[CH2:23][NH2:24].Cl. (4) Given the product [F:1][C:2]1[CH:3]=[CH:4][C:5]([NH:9][C:10]([C:12]2[C:17]([NH:18][C:19]3[CH:20]=[N:21][CH:22]=[CH:23][C:24]=3[CH3:27])=[CH:16][CH:15]=[C:14]([CH3:25])[N:13]=2)=[O:11])=[N:6][C:7]=1[CH3:8], predict the reactants needed to synthesize it. The reactants are: [F:1][C:2]1[CH:3]=[CH:4][C:5]([NH:9][C:10]([C:12]2[C:17]([NH:18][C:19]3[CH:20]=[N:21][CH:22]=[CH:23][CH:24]=3)=[CH:16][CH:15]=[C:14]([CH3:25])[N:13]=2)=[O:11])=[N:6][C:7]=1[CH3:8].Br[C:27]1C=NC=CC=1C. (5) The reactants are: [O:1]=[C:2]1[NH:8][CH2:7][CH2:6][CH2:5][N:4]2[C:9]3[N:15]=[C:14]([C:16]([NH:18][C:19]4[CH:24]=[CH:23][CH:22]=[C:21]([C:25]5[N:26]=[CH:27][N:28](C(C6C=CC=CC=6)(C6C=CC=CC=6)C6C=CC=CC=6)[CH:29]=5)[CH:20]=4)=[O:17])[CH:13]=[CH:12][C:10]=3[CH:11]=[C:3]12.C(O)(C(F)(F)F)=O. Given the product [NH:28]1[CH:29]=[C:25]([C:21]2[CH:20]=[C:19]([NH:18][C:16]([C:14]3[CH:13]=[CH:12][C:10]4[CH:11]=[C:3]5[C:2](=[O:1])[NH:8][CH2:7][CH2:6][CH2:5][N:4]5[C:9]=4[N:15]=3)=[O:17])[CH:24]=[CH:23][CH:22]=2)[N:26]=[CH:27]1, predict the reactants needed to synthesize it. (6) Given the product [F:1][CH:2]([F:26])[CH2:3][N:4]1[CH2:21][CH:20]([C:22]2[CH:23]=[CH:24][NH:28][N:27]=2)[O:19][C:6]2([CH2:11][CH2:10][NH:9][CH2:8][CH2:7]2)[CH2:5]1, predict the reactants needed to synthesize it. The reactants are: [F:1][CH:2]([F:26])[CH2:3][N:4]1[CH2:21][CH:20]([C:22](=O)[C:23]#[CH:24])[O:19][C:6]2([CH2:11][CH2:10][N:9](C(OC(C)(C)C)=O)[CH2:8][CH2:7]2)[CH2:5]1.[NH2:27][NH2:28].Cl. (7) Given the product [CH3:29][C:16]1[N:17]=[C:18]([NH:20][C:21](=[O:28])[C:22]2[CH:27]=[CH:26][CH:25]=[N:24][CH:23]=2)[S:19][C:15]=1[CH2:14][CH2:13][O:2][N+:1]([O-:4])=[O:3], predict the reactants needed to synthesize it. The reactants are: [N+:1]([O-:4])([OH:3])=[O:2].C(OC(=O)C)(=O)C.O[CH2:13][CH2:14][C:15]1[S:19][C:18]([NH:20][C:21](=[O:28])[C:22]2[CH:27]=[CH:26][CH:25]=[N:24][CH:23]=2)=[N:17][C:16]=1[CH3:29].C([O-])(O)=O.[Na+].C(=O)=O. (8) Given the product [OH:12][C:13]1[C:18]([CH3:19])=[CH:17][C:16]([CH:20]([NH:30][C:31]2[CH:32]=[N:33][CH:34]=[CH:35][CH:36]=2)[CH2:21][P:22](=[O:29])([O:26][CH2:27][CH3:28])[O:23][CH2:24][CH3:25])=[CH:15][C:14]=1[O:37][CH3:38], predict the reactants needed to synthesize it. The reactants are: C(O)(=O)C.[Si]([O:12][C:13]1[C:18]([CH3:19])=[CH:17][C:16]([CH:20]([NH:30][C:31]2[CH:32]=[N:33][CH:34]=[CH:35][CH:36]=2)[CH2:21][P:22](=[O:29])([O:26][CH2:27][CH3:28])[O:23][CH2:24][CH3:25])=[CH:15][C:14]=1[O:37][CH3:38])(C(C)(C)C)(C)C.O.O.O.[F-].C([N+](CCCC)(CCCC)CCCC)CCC. (9) Given the product [Br:1][C:2]1[CH:7]=[CH:6][C:5]([N:8]2[C:19]3[C:11](=[CH:12][C:13]4[O:17][CH:16]=[N:15][C:14]=4[C:18]=3[F:20])[N:10]([S:33]([CH:30]3[CH2:32][CH2:31]3)(=[O:35])=[O:34])[C:9]2=[O:21])=[C:4]([Cl:22])[CH:3]=1, predict the reactants needed to synthesize it. The reactants are: [Br:1][C:2]1[CH:7]=[CH:6][C:5]([N:8]2[C:19]3[C:11](=[CH:12][C:13]4[O:17][CH:16]=[N:15][C:14]=4[C:18]=3[F:20])[NH:10][C:9]2=[O:21])=[C:4]([Cl:22])[CH:3]=1.C(N(CC)CC)C.[CH:30]1([S:33](Cl)(=[O:35])=[O:34])[CH2:32][CH2:31]1. (10) Given the product [Br:1][C:2]1[CH:3]=[C:4]2[CH:10]=[C:9]([C:11]([O:25][CH3:26])=[O:13])[N:8]([CH3:14])[C:5]2=[N:6][CH:7]=1, predict the reactants needed to synthesize it. The reactants are: [Br:1][C:2]1[CH:3]=[C:4]2[CH:10]=[C:9]([C:11]([OH:13])=O)[NH:8][C:5]2=[N:6][CH:7]=1.[C:14](=O)([O-])[O-].[K+].[K+].S([O:25][CH3:26])(OC)(=O)=O.